From a dataset of hERG Central: cardiac toxicity at 1µM, 10µM, and general inhibition. Predict hERG channel inhibition at various concentrations. (1) The drug is COc1ccc(C(=O)N2CCC(C(=O)Nc3ccc4c(c3)OCO4)CC2)cc1. Results: hERG_inhib (hERG inhibition (general)): blocker. (2) The compound is CSc1ccc(CN2CCC(Oc3ccc(C(=O)N4CCCC4)cc3)CC2)cc1. Results: hERG_inhib (hERG inhibition (general)): blocker. (3) The compound is CC(=O)c1c(CSc2ccccc2)oc2ccc(O)c(CN(C)C)c12.Cl. Results: hERG_inhib (hERG inhibition (general)): blocker. (4) The molecule is O=C(c1ccco1)N1CCN(Cc2cc(=O)c(OCc3ccc([N+](=O)[O-])cc3)co2)CC1. Results: hERG_inhib (hERG inhibition (general)): blocker. (5) The drug is CSc1ccc(C(=O)C2CCCN(Cc3cccn3-c3cccnc3)C2)cc1. Results: hERG_inhib (hERG inhibition (general)): blocker. (6) The molecule is COc1cccc(-n2c(SCC(=O)NC3CCCC3)nnc2-c2ccco2)c1. Results: hERG_inhib (hERG inhibition (general)): blocker. (7) The drug is O=[N+]([O-])c1ccc(OCC(O)CN(CCO)CCO)cc1. Results: hERG_inhib (hERG inhibition (general)): blocker.